Task: Predict which catalyst facilitates the given reaction.. Dataset: Catalyst prediction with 721,799 reactions and 888 catalyst types from USPTO (1) Product: [F:3][C:4]1[CH:10]=[CH:9][C:7]([NH:8][CH3:16])=[C:6]([I:11])[CH:5]=1. The catalyst class is: 7. Reactant: C[Li].[F:3][C:4]1[CH:10]=[CH:9][C:7]([NH2:8])=[C:6]([I:11])[CH:5]=1.S(OC)(O[CH3:16])(=O)=O.O. (2) Reactant: [Cl-].O[NH3+:3].[C:4](=[O:7])([O-])[OH:5].[Na+].CS(C)=O.[CH2:13]([C:15]1[N:16]=[C:17]([CH2:44][CH2:45][CH3:46])[N:18]([CH2:29][C:30]2[CH:35]=[CH:34][C:33]([C:36]3[C:37]([C:42]#[N:43])=[CH:38][CH:39]=[CH:40][CH:41]=3)=[CH:32][CH:31]=2)[C:19](=[O:28])[C:20]=1[CH2:21][N:22]1[CH2:27][CH2:26][O:25][CH2:24][CH2:23]1)[CH3:14]. Product: [CH2:13]([C:15]1[N:16]=[C:17]([CH2:44][CH2:45][CH3:46])[N:18]([CH2:29][C:30]2[CH:35]=[CH:34][C:33]([C:36]3[CH:41]=[CH:40][CH:39]=[CH:38][C:37]=3[C:42]3[NH:3][C:4](=[O:7])[O:5][N:43]=3)=[CH:32][CH:31]=2)[C:19](=[O:28])[C:20]=1[CH2:21][N:22]1[CH2:23][CH2:24][O:25][CH2:26][CH2:27]1)[CH3:14]. The catalyst class is: 6. (3) Reactant: [CH3:1][O:2][CH2:3][CH2:4][NH2:5].F[C:7]1[CH:12]=[CH:11][CH:10]=[CH:9][C:8]=1[N+:13]([O-:15])=[O:14]. The catalyst class is: 8. Product: [CH3:1][O:2][CH2:3][CH2:4][NH:5][C:7]1[CH:12]=[CH:11][CH:10]=[CH:9][C:8]=1[N+:13]([O-:15])=[O:14]. (4) Reactant: FC(F)(F)C(O)=O.[CH3:8][O:9][C:10]([C@H:12]1[CH2:17][CH2:16][C@H:15]([NH:18]C(OC(C)(C)C)=O)[CH2:14][CH2:13]1)=[O:11]. Product: [CH3:8][O:9][C:10]([C@H:12]1[CH2:17][CH2:16][C@H:15]([NH2:18])[CH2:14][CH2:13]1)=[O:11]. The catalyst class is: 4. (5) Reactant: [O:1]1[CH:5]=[CH:4][CH:3]=[C:2]1[C:6]1[O:10][N:9]=[C:8]([C:11]([OH:13])=O)[CH:7]=1.O.[Cl-].COC1N=C(OC)N=C([N+]2(C)CCOCC2)N=1.[NH2:33][C:34]1[CH:35]=[CH:36][C:37]([F:48])=[C:38]([C:40]2([CH3:47])[CH2:45][O:44][CH2:43][C:42]([NH2:46])=[N:41]2)[CH:39]=1.[OH-].[Na+]. Product: [NH2:46][C:42]1[CH2:43][O:44][CH2:45][C:40]([C:38]2[CH:39]=[C:34]([NH:33][C:11]([C:8]3[CH:7]=[C:6]([C:2]4[O:1][CH:5]=[CH:4][CH:3]=4)[O:10][N:9]=3)=[O:13])[CH:35]=[CH:36][C:37]=2[F:48])([CH3:47])[N:41]=1. The catalyst class is: 5. (6) Reactant: [C:1]([O:5][C:6]([CH:8]1[NH:13][CH2:12][C:11]2[S:14][C:15]([C:17]([OH:19])=O)=[N:16][C:10]=2[CH2:9]1)=[O:7])([CH3:4])([CH3:3])[CH3:2].Cl.[Cl:21][C:22]1[CH:23]=[C:24]2[C:29](=[CH:30][CH:31]=1)[CH:28]=[C:27]([S:32]([N:35]1[CH2:40][CH2:39][NH:38][CH:37]([C:41]([O:43][CH2:44][CH3:45])=[O:42])[CH2:36]1)(=[O:34])=[O:33])[CH:26]=[CH:25]2.F[P-](F)(F)(F)(F)F.N1(O[P+](N2CCCC2)(N2CCCC2)N2CCCC2)C2C=CC=CC=2N=N1.C(N(CC)CC)C. Product: [C:1]([O:5][C:6]([CH:8]1[NH:13][CH2:12][C:11]2[S:14][C:15]([C:17]([N:38]3[CH2:39][CH2:40][N:35]([S:32]([C:27]4[CH:26]=[CH:25][C:24]5[C:29](=[CH:30][CH:31]=[C:22]([Cl:21])[CH:23]=5)[CH:28]=4)(=[O:34])=[O:33])[CH2:36][CH:37]3[C:41]([O:43][CH2:44][CH3:45])=[O:42])=[O:19])=[N:16][C:10]=2[CH2:9]1)=[O:7])([CH3:2])([CH3:3])[CH3:4]. The catalyst class is: 9. (7) Reactant: [S:1]1[C:5]2[CH:6]=[CH:7][CH:8]=[CH:9][C:4]=2[N:3]=[C:2]1[NH:10][NH2:11].[C:12](OCC)(=[O:17])[CH2:13][C:14]([CH3:16])=O.O. Product: [S:1]1[C:5]2[CH:6]=[CH:7][CH:8]=[CH:9][C:4]=2[N:3]=[C:2]1[N:10]1[C:12](=[O:17])[CH:13]=[C:14]([CH3:16])[NH:11]1. The catalyst class is: 15. (8) Reactant: [Br:1][C:2]1[N:7]=[CH:6][C:5]([C:8](=[O:10])[CH3:9])=[CH:4][CH:3]=1.[Cl:11][C:12]1[CH:13]=[C:14]([C:19](=[O:24])[C:20]([F:23])([F:22])[F:21])[CH:15]=[C:16]([Cl:18])[CH:17]=1.C(N(CCCC)CCCC)CCC. Product: [Br:1][C:2]1[N:7]=[CH:6][C:5]([C:8](=[O:10])[CH2:9][C:19]([C:14]2[CH:15]=[C:16]([Cl:18])[CH:17]=[C:12]([Cl:11])[CH:13]=2)([OH:24])[C:20]([F:23])([F:22])[F:21])=[CH:4][CH:3]=1. The catalyst class is: 11.